From a dataset of Retrosynthesis with 50K atom-mapped reactions and 10 reaction types from USPTO. Predict the reactants needed to synthesize the given product. (1) Given the product CCCCCCCc1nc(-c2ccc(CNC(=O)[C@H](CCOC(c3ccccc3)(c3ccccc3)c3ccccc3)NC(=O)OCC3c4ccccc4-c4ccccc43)cc2)no1, predict the reactants needed to synthesize it. The reactants are: CCCCCCCc1nc(-c2ccc(CN)cc2)no1.O=C(N[C@@H](CCOC(c1ccccc1)(c1ccccc1)c1ccccc1)C(=O)O)OCC1c2ccccc2-c2ccccc21. (2) Given the product COc1c(N)cccc1-c1cc(C(=O)O)c(C)o1, predict the reactants needed to synthesize it. The reactants are: COc1c(-c2cc(C(=O)O)c(C)o2)cccc1[N+](=O)[O-]. (3) Given the product COc1ccc(C=C(C(=O)Nc2cccc(C(F)(F)F)c2)C(=O)Nc2cccc(C(F)(F)F)c2)cc1Br, predict the reactants needed to synthesize it. The reactants are: COc1ccc(C=O)cc1Br.O=C(CC(=O)Nc1cccc(C(F)(F)F)c1)Nc1cccc(C(F)(F)F)c1. (4) Given the product c1cncc(OC[C@@H]2CCN2)c1, predict the reactants needed to synthesize it. The reactants are: CC(C)(C)OC(=O)N1CC[C@H]1COc1cccnc1.